Dataset: Experimentally validated miRNA-target interactions with 360,000+ pairs, plus equal number of negative samples. Task: Binary Classification. Given a miRNA mature sequence and a target amino acid sequence, predict their likelihood of interaction. (1) The miRNA is hsa-miR-7846-3p with sequence CAGCGGAGCCUGGAGAGAAGG. The protein sequence of the target gene is MNSKGQYPTQPTYPVQPPGNPVYPQTLHLPQAPPYTDAPPAYSELYRPSFVHPGAATVPTMSAAFPGASLYLPMAQSVAVGPLGSTIPMAYYPVGPIYPPGSAVLVEGGYDAGARFGAGATAGNIPPPPPGCPPNAAQLAVMQGANVLVTQRKGNFFMGGSDGGYTIW. Result: 0 (no interaction). (2) The miRNA is hsa-miR-621 with sequence GGCUAGCAACAGCGCUUACCU. The protein sequence of the target gene is MGLLRGGAACARAMARLGALRSHYCALLLAAALAVCAFYYLGSGRETFSSATKRLKEARAGAAAPTPPAPELARGSAAPASGAKAKSLEGGVVVPVDYHLLMMFTKAEHNAPLQAKARVALSSLLRLAKFEAHEVLNLHFVSEEASREVAKALLRELLPPAAGFKCKVIFHDVAVLTDKLFPVVEAMQKYFSAGSGTYYSDSIFFLSVAMHQIMPKEIPRIIQLDLDLKYKTNIRELFEEFDNFLPGAVIGIAREMQPVYRHTFWQFRHENPKTRVGDPPPEGLPGFNSGVMLLNLEAMR.... Result: 0 (no interaction). (3) The miRNA is hsa-miR-6511a-5p with sequence CAGGCAGAAGUGGGGCUGACAGG. The protein sequence of the target gene is MAKESGISLKEIQVLARQWKVGPEKRVPAMPGSPVEVKIQSRSSPPTMPPLPPINPGGPRPVSFTPTALSNGINHSPPTLNGAPSPPQRFSNGPASSTSSALTNQQLPATCGARQLSKLKRFLTTLQQFGNDISPEIGEKVRTLVLALVNSTVTIEEFHCKLQEATNFPLRPFVIPFLKANLPLLQRELLHCARAAKQTPSQYLAQHEHLLLNTSIASPADSSELLMEVHGNGKRPSPERREENSFDRDTIAPEPPAKRVCTISPAPRHSPALTVPLMNPGGQFHPTPPPLQHYTLEDIA.... Result: 1 (interaction). (4) The miRNA is hsa-miR-325 with sequence CCUAGUAGGUGUCCAGUAAGUGU. The protein sequence of the target gene is MNFLRRRLSDSSFVANLPNGYMPDLQRPESSSSSPASPATERRHPQPLAASFSSPGSSLFSSFSGAMKQTPQAPSGLMEPPTPVTPVVQRPRILLVIDDAHTDWSKYFHGKKVNGDIEIRVEQAEFSELNLAAYVTGGCMVDMQVVRNGTKIVRSFKPDFILVRQHAYSMALAEDYRSLVIGLQYGGLPAVNSLYSVYNFCSKPWVFSQLIKIFHSLGPEKFPLVEQTFFPNHKPMLTAPNFPVVIKLGHAHAGMGKIKVENQHDYQDITSVVAMAKTYATTEAFIDSKYDIRIQKIGSN.... Result: 0 (no interaction). (5) The miRNA is hsa-miR-4427 with sequence UCUGAAUAGAGUCUGAAGAGU. The protein sequence of the target gene is MGANNGKQYGSEGKGSSSISSDVSSSTDHTPTKAQKNVATSEDSDLSMRTLSTPSPALICPPNLPGFQNGRGSSTSSSSITGETVAMVHSPPPTRLTHPLIRLASRPQKEQASIDRLPDHSMVQIFSFLPTNQLCRCARVCRRWYNLAWDPRLWRTIRLTGETINVDRALKVLTRRLCQDTPNVCLMLETVTVSGCRRLTDRGLYTIAQCCPELRRLEVSGCYNISNEAVFDVVSLCPNLEHLDVSGCSKVTCISLTREASIKLSPLHGKQISIRYLDMTDCFVLEDEGLHTIAAHCTQL.... Result: 0 (no interaction). (6) The miRNA is mmu-miR-224-5p with sequence UAAGUCACUAGUGGUUCCGUU. The protein sequence of the target gene is MRPDDINPRTGLVVALVSVFLVFGFMFTVSGMKGETLGNIPLLAIGPAICLPGIAAIALARKTEGCTKWPENELLWVRKLPCFRKPKDKEVVELLRTPSDLESGKGSSDELAKKAGLRGKPPPQSQGEVSVASSINSPTPTEEGECQSLVQNGHQEETSRYLDGYCPSGSSLTYSALDVKCSARDRSECPEPEDSIFFVPQDSIIVCSYKQNSPYDRYCCYINQIQGRWDHETIV. Result: 0 (no interaction). (7) The miRNA is hsa-miR-1289 with sequence UGGAGUCCAGGAAUCUGCAUUUU. The protein sequence of the target gene is MDEQSVESIAEVFRCFICMEKLRDARLCPHCSKLCCFSCIRRWLTEQRAQCPHCRAPLQLRELVNCRWAEEVTQQLDTLQLCSLTKHEENEKDKCENHHEKLSVFCWTCKKCICHQCALWGGMHGGHTFKPLAEIYEQHVTKVNEEVAKLRRRLMELISLVQEVERNVEAVRNAKDERVREIRNAVEMMIARLDTQLKNKLITLMGQKTSLTQETELLESLLQEVEHQLRSCSKSELISKSSEILMMFQQVHRKPMASFVTTPVPPDFTSELVPSYDSATFVLENFSTLRQRADPVYSPP.... Result: 0 (no interaction).